Dataset: Reaction yield outcomes from USPTO patents with 853,638 reactions. Task: Predict the reaction yield, written as a fraction of the theoretical maximum amount of product (1.0 means a 100% yield; for example, 0.34 means a 34% yield). (1) The reactants are [O:1]1[CH2:5][CH2:4][CH2:3][CH:2]1[CH2:6][OH:7].F[C:9]1[CH:10]=[C:11]([CH3:18])[CH:12]=[CH:13][C:14]=1[N+:15]([O-:17])=[O:16].[CH3:19][C:20]1[CH:26]=[CH:25][C:23]([NH2:24])=[C:22]([O:27][CH2:28][CH:29]2[CH2:33][CH2:32][CH2:31][O:30]2)[CH:21]=1.[NH2:34][C:35]1[S:36][CH:37]=[CH:38][N:39]=1. No catalyst specified. The product is [N+:15]([C:14]1[CH:13]=[CH:12][C:11]([CH3:18])=[CH:10][C:9]=1[O:7][CH2:6][CH:2]1[CH2:3][CH2:4][CH2:5][O:1]1)([O-:17])=[O:16].[CH3:19][C:20]1[CH:26]=[CH:25][C:23]([NH:24][C:6]([NH:34][C:35]2[S:36][CH:37]=[CH:38][N:39]=2)=[O:7])=[C:22]([O:27][CH2:28][CH:29]2[CH2:33][CH2:32][CH2:31][O:30]2)[CH:21]=1. The yield is 0.750. (2) The reactants are [O:1]=[C:2]1[C:6]2([CH2:11][CH2:10][N:9]([C:12]([O:14][C:15]([CH3:18])([CH3:17])[CH3:16])=[O:13])[CH2:8][CH2:7]2)[N:5]([C:19]2[CH:24]=[CH:23][CH:22]=[CH:21][CH:20]=2)[CH2:4][NH:3]1.Br[C@H:26]([C:31]1[CH:36]=[CH:35][CH:34]=[CH:33][CH:32]=1)[C:27]([O:29][CH3:30])=[O:28].C(=O)([O-])[O-].[K+].[K+]. The catalyst is CN(C)C=O. The product is [CH3:30][O:29][C:27](=[O:28])[C@H:26]([N:3]1[C:2](=[O:1])[C:6]2([CH2:7][CH2:8][N:9]([C:12]([O:14][C:15]([CH3:18])([CH3:17])[CH3:16])=[O:13])[CH2:10][CH2:11]2)[N:5]([C:19]2[CH:20]=[CH:21][CH:22]=[CH:23][CH:24]=2)[CH2:4]1)[C:31]1[CH:32]=[CH:33][CH:34]=[CH:35][CH:36]=1. The yield is 0.711. (3) The reactants are Br[CH2:2][C:3]([C:5]1[CH:13]=[CH:12][C:8]([C:9]([OH:11])=[O:10])=[CH:7][CH:6]=1)=O.[C:14]([O:22][CH2:23][C:24](=[S:26])[NH2:25])(=[O:21])[C:15]1[CH:20]=[CH:19][CH:18]=[CH:17][CH:16]=1.C(=O)([O-])O.[Na+].O. The catalyst is CN(C)C=O. The product is [C:14]([O:22][CH2:23][C:24]1[S:26][CH:2]=[C:3]([C:5]2[CH:13]=[CH:12][C:8]([C:9]([OH:11])=[O:10])=[CH:7][CH:6]=2)[N:25]=1)(=[O:21])[C:15]1[CH:20]=[CH:19][CH:18]=[CH:17][CH:16]=1. The yield is 0.933. (4) The reactants are C[N:2](C)[CH:3]=[N:4][C:5]([C:7]1[CH:8]=[C:9]2[N:15]([N:16]=1)[C:14]1[CH:17]=[C:18]([Br:21])[CH:19]=[CH:20][C:13]=1[O:12][CH2:11][CH2:10]2)=O.Cl.[CH:24]([NH:27]N)([CH3:26])[CH3:25]. The catalyst is C(O)(=O)C. The yield is 0.760. The product is [Br:21][C:18]1[CH:19]=[CH:20][C:13]2[O:12][CH2:11][CH2:10][C:9]3[N:15]([N:16]=[C:7]([C:5]4[N:27]([CH:24]([CH3:26])[CH3:25])[N:2]=[CH:3][N:4]=4)[CH:8]=3)[C:14]=2[CH:17]=1. (5) The reactants are [F:1][C:2]([F:18])([F:17])[C:3]1[O:7][N:6]=[C:5]([C:8]2[S:12][C:11]([C:13]([OH:15])=O)=[CH:10][CH:9]=2)[C:4]=1[CH3:16].CC1C(C2SC(C(N3CCC[C@@H](NC(=O)C)C3)=O)=CC=2)=NOC=1C(F)(F)F.[CH3:46][N:47]([CH2:55][C@@H:56]1[CH2:61][CH2:60][CH2:59][NH:58][CH2:57]1)C(=O)OC(C)(C)C.[ClH:62]. The catalyst is O1CCOCC1.C(N(CC)CC)C.C1COCC1. The product is [ClH:62].[CH3:46][NH:47][CH2:55][C@@H:56]1[CH2:61][CH2:60][CH2:59][N:58]([C:13]([C:11]2[S:12][C:8]([C:5]3[C:4]([CH3:16])=[C:3]([C:2]([F:1])([F:18])[F:17])[O:7][N:6]=3)=[CH:9][CH:10]=2)=[O:15])[CH2:57]1. The yield is 0.880. (6) The reactants are [OH:1][C:2]1[CH:7]=[CH:6][C:5]([C:8]2[CH2:13][CH2:12][N:11](C(OCC3C=CC=CC=3)=O)[CH2:10][CH:9]=2)=[CH:4][CH:3]=1. The catalyst is [Pd].CO. The product is [NH:11]1[CH2:12][CH2:13][CH:8]([C:5]2[CH:4]=[CH:3][C:2]([OH:1])=[CH:7][CH:6]=2)[CH2:9][CH2:10]1. The yield is 0.940. (7) The reactants are [CH3:1][O:2][C:3](=[O:21])[CH:4]([C:11]1[CH:16]=[CH:15][C:14](Cl)=[C:13]([N+:18]([O-:20])=[O:19])[CH:12]=1)[CH2:5][CH:6]1[CH2:10][CH2:9][CH2:8][CH2:7]1.[CH3:22][S:23]([O-:25])=[O:24].[Na+].C(OCC)(=O)C.O. The catalyst is CS(C)=O. The product is [CH3:1][O:2][C:3](=[O:21])[CH:4]([C:11]1[CH:16]=[CH:15][C:14]([S:23]([CH3:22])(=[O:25])=[O:24])=[C:13]([N+:18]([O-:20])=[O:19])[CH:12]=1)[CH2:5][CH:6]1[CH2:10][CH2:9][CH2:8][CH2:7]1. The yield is 0.840.